Dataset: Catalyst prediction with 721,799 reactions and 888 catalyst types from USPTO. Task: Predict which catalyst facilitates the given reaction. (1) Reactant: [CH2:1]([C:5]1[CH2:10][CH:9]([CH3:11])[C:8]([CH3:14])([CH:12]=[O:13])[CH2:7][CH:6]=1)[CH:2]([CH3:4])[CH3:3].[CH3:15][Mg+].[Br-].Cl. The catalyst class is: 27. Product: [CH2:1]([C:5]1[CH2:10][CH:9]([CH3:11])[C:8]([CH:12]([OH:13])[CH3:15])([CH3:14])[CH2:7][CH:6]=1)[CH:2]([CH3:4])[CH3:3]. (2) Reactant: P(Br)(Br)[Br:2].[F:5][C:6]([F:22])([F:21])[O:7][C:8]1[CH:13]=[CH:12][C:11]([N:14]2[CH:18]=[CH:17][C:16]([CH2:19]O)=[N:15]2)=[CH:10][CH:9]=1. Product: [Br:2][CH2:19][C:16]1[CH:17]=[CH:18][N:14]([C:11]2[CH:12]=[CH:13][C:8]([O:7][C:6]([F:22])([F:21])[F:5])=[CH:9][CH:10]=2)[N:15]=1. The catalyst class is: 28. (3) The catalyst class is: 12. Reactant: [O:1]=[C:2]1[NH:6][N:5]=[C:4]([C:7]2[N:8]=[C:9]([O:17][C@H:18]3[CH2:22][CH2:21][N:20](C(OC(C)(C)C)=O)[CH2:19]3)[C:10]3[C:15]([CH:16]=2)=[CH:14][CH:13]=[CH:12][CH:11]=3)[NH:3]1.[ClH:30]. Product: [ClH:30].[NH:20]1[CH2:21][CH2:22][C@H:18]([O:17][C:9]2[C:10]3[C:15](=[CH:14][CH:13]=[CH:12][CH:11]=3)[CH:16]=[C:7]([C:4]3[NH:3][C:2](=[O:1])[NH:6][N:5]=3)[N:8]=2)[CH2:19]1. (4) The catalyst class is: 5. Product: [CH3:18][C:12]1([CH3:19])[CH2:11][CH:10]([CH2:9][CH2:8][NH2:7])[CH2:15][C:14]([CH3:17])([CH3:16])[NH:13]1. Reactant: C(OC(=O)[NH:7][CH2:8][CH2:9][CH:10]1[CH2:15][C:14]([CH3:17])([CH3:16])[NH:13][C:12]([CH3:19])([CH3:18])[CH2:11]1)(C)(C)C. (5) Reactant: CO[CH:3](OC)[N:4]([CH3:6])[CH3:5].[CH:9]1([C:13](=[O:19])[CH2:14][C:15]([O:17][CH3:18])=[O:16])[CH2:12][CH2:11][CH2:10]1. Product: [CH:9]1([C:13](/[C:14](=[CH:3]/[N:4]([CH3:5])[CH3:6])/[C:15]([O:17][CH3:18])=[O:16])=[O:19])[CH2:10][CH2:11][CH2:12]1. The catalyst class is: 12. (6) Reactant: C[C:2]1[C:7]([C:8]([OH:10])=[O:9])=[C:6]([N:11]2[CH2:16][C@H:15]([CH3:17])[O:14][C@H:13]([CH3:18])[CH2:12]2)[C:5]([CH3:19])=[C:4](F)[C:3]=1[C:21](=[N:27][OH:28])[C:22]1[S:23][CH:24]=[CH:25][N:26]=1.C([O-])([O-])=O.[K+].[K+].[I-].[K+]. Product: [CH3:18][C@H:13]1[O:14][C@@H:15]([CH3:17])[CH2:16][N:11]([C:6]2[C:7]([C:8]([OH:10])=[O:9])=[CH:2][C:3]3[C:21]([C:22]4[S:23][CH:24]=[CH:25][N:26]=4)=[N:27][O:28][C:4]=3[C:5]=2[CH3:19])[CH2:12]1. The catalyst class is: 3.